This data is from Full USPTO retrosynthesis dataset with 1.9M reactions from patents (1976-2016). The task is: Predict the reactants needed to synthesize the given product. (1) Given the product [Si:1]([O:8][CH2:9][C:10]1[N:11]([CH3:25])[C:12]2[C:17]([CH:18]=1)=[CH:16][C:15]1[C:19](=[N:31][CH2:30][C:29]3[CH:32]=[CH:33][C:34]([O:36][CH3:37])=[CH:35][C:28]=3[O:27][CH3:26])[CH2:20][CH2:21][CH2:22][CH2:23][C:14]=1[CH:13]=2)([C:4]([CH3:7])([CH3:6])[CH3:5])([CH3:2])[CH3:3], predict the reactants needed to synthesize it. The reactants are: [Si:1]([O:8][CH2:9][C:10]1[N:11]([CH3:25])[C:12]2[C:17]([CH:18]=1)=[CH:16][C:15]1[C:19](=O)[CH2:20][CH2:21][CH2:22][CH2:23][C:14]=1[CH:13]=2)([C:4]([CH3:7])([CH3:6])[CH3:5])([CH3:3])[CH3:2].[CH3:26][O:27][C:28]1[CH:35]=[C:34]([O:36][CH3:37])[CH:33]=[CH:32][C:29]=1[CH2:30][NH2:31].CCN(CC)CC. (2) The reactants are: [C:9](O[C:9]([O:11][C:12]([CH3:15])([CH3:14])[CH3:13])=[O:10])([O:11][C:12]([CH3:15])([CH3:14])[CH3:13])=[O:10].[CH2:16]([NH:23][CH2:24][CH2:25][OH:26])[C:17]1[CH:22]=[CH:21][CH:20]=[CH:19][CH:18]=1. Given the product [C:12]([O:11][C:9](=[O:10])[N:23]([CH2:16][C:17]1[CH:22]=[CH:21][CH:20]=[CH:19][CH:18]=1)[CH2:24][CH2:25][OH:26])([CH3:13])([CH3:14])[CH3:15], predict the reactants needed to synthesize it.